The task is: Predict the reactants needed to synthesize the given product.. This data is from Full USPTO retrosynthesis dataset with 1.9M reactions from patents (1976-2016). (1) Given the product [Cl:1][C:2]1[C:3](=[O:9])[N:4]([CH2:17][O:18][CH3:19])[N:5]=[CH:6][C:7]=1[Cl:8], predict the reactants needed to synthesize it. The reactants are: [Cl:1][C:2]1[C:3](=[O:9])[NH:4][N:5]=[CH:6][C:7]=1[Cl:8].CCN(CC)CC.[CH2:17](Cl)[O:18][CH3:19]. (2) Given the product [CH3:31][O:32][C:2]1[C:11]2[C:6](=[CH:7][C:8]([OH:30])=[C:9]([C:12]3[N:13]=[N:14][C:15]([N:18]([CH3:29])[CH:19]4[CH2:24][C:23]([CH3:26])([CH3:25])[NH:22][C:21]([CH3:28])([CH3:27])[CH2:20]4)=[CH:16][CH:17]=3)[CH:10]=2)[N:5]=[CH:4][CH:3]=1, predict the reactants needed to synthesize it. The reactants are: Cl[C:2]1[C:11]2[C:6](=[CH:7][C:8]([OH:30])=[C:9]([C:12]3[N:13]=[N:14][C:15]([N:18]([CH3:29])[CH:19]4[CH2:24][C:23]([CH3:26])([CH3:25])[NH:22][C:21]([CH3:28])([CH3:27])[CH2:20]4)=[CH:16][CH:17]=3)[CH:10]=2)[N:5]=[CH:4][CH:3]=1.[CH3:31][O-:32].[Na+].Cl. (3) Given the product [F:31][C:30]([F:33])([F:32])[C:22]1[CH:21]=[C:20]([C@H:18]([O:17][C@@H:7]2[C@@H:8]([C:10]3[CH:15]=[CH:14][CH:13]=[CH:12][C:11]=3[CH3:16])[C@H:9]3[N:5]([C:4](=[O:34])[CH:3]([NH:37][C:43]4[N:48]=[CH:47][CH:46]=[CH:45][N:44]=4)[CH2:2]3)[CH2:6]2)[CH3:19])[CH:25]=[C:24]([C:26]([F:27])([F:28])[F:29])[CH:23]=1, predict the reactants needed to synthesize it. The reactants are: N[CH:2]1[CH:9]2[N:5]([CH2:6][CH:7]([O:17][C@@H:18]([C:20]3[CH:25]=[C:24]([C:26]([F:29])([F:28])[F:27])[CH:23]=[C:22]([C:30]([F:33])([F:32])[F:31])[CH:21]=3)[CH3:19])[CH:8]2[C:10]2[CH:15]=[CH:14][CH:13]=[CH:12][C:11]=2[CH3:16])[C:4](=[O:34])[CH2:3]1.CC[N:37](CC)CC.Cl[C:43]1[N:48]=[CH:47][CH:46]=[CH:45][N:44]=1. (4) Given the product [CH2:21]1[C@@H:20]([CH2:19][CH2:13][CH2:14][CH2:15][C:16]([OH:18])=[O:17])[S:24][S:23][CH2:22]1.[CH2:13]([CH2:19][C@@H:20]([SH:24])[CH2:21][CH2:22][SH:23])[CH2:14][CH2:15][C:16]([OH:18])=[O:17], predict the reactants needed to synthesize it. The reactants are: [OH-].C[N+](C)(C)C.CC(C)([O-])C.[K+].[CH2:13]([CH2:19][C@@H:20]([SH:24])[CH2:21][CH2:22][SH:23])[CH2:14][CH2:15][C:16]([OH:18])=[O:17]. (5) Given the product [ClH:1].[ClH:1].[F:28][C:26]1[CH:27]=[C:22]([O:21][CH:18]2[CH2:17][CH2:16][N:15]([C:13](=[O:14])[C@@H:9]([NH2:8])[CH:10]([CH3:12])[CH3:11])[CH2:20][CH2:19]2)[CH:23]=[N:24][CH:25]=1, predict the reactants needed to synthesize it. The reactants are: [ClH:1].C(OC(=O)[NH:8][C@H:9]([C:13]([N:15]1[CH2:20][CH2:19][CH:18]([O:21][C:22]2[CH:23]=[N:24][CH:25]=[C:26]([F:28])[CH:27]=2)[CH2:17][CH2:16]1)=[O:14])[CH:10]([CH3:12])[CH3:11])(C)(C)C.